This data is from Reaction yield outcomes from USPTO patents with 853,638 reactions. The task is: Predict the reaction yield, written as a fraction of the theoretical maximum amount of product (1.0 means a 100% yield; for example, 0.34 means a 34% yield). (1) The reactants are P([O-])([O-])([O-])=O.[K+].[K+].[K+].C(B([CH2:14][CH3:15])CC)C.Br[C:17]1[CH:18]=[C:19]([CH:22]=[C:23]([Cl:25])[CH:24]=1)[CH:20]=[O:21]. The catalyst is C1COCC1.CCOC(C)=O.C1C=CC(P(C2C=CC=CC=2)[C-]2C=CC=C2)=CC=1.C1C=CC(P(C2C=CC=CC=2)[C-]2C=CC=C2)=CC=1.Cl[Pd]Cl.[Fe+2]. The product is [Cl:25][C:23]1[CH:22]=[C:19]([CH:18]=[C:17]([CH2:14][CH3:15])[CH:24]=1)[CH:20]=[O:21]. The yield is 0.410. (2) The reactants are [F:1][C:2]1[C:7]([CH3:8])=[CH:6][CH:5]=[CH:4][C:3]=1/[N:9]=[C:10](\[CH2:15][C:16]([O:18]C)=O)/[C:11]([O:13][CH3:14])=[O:12]. The catalyst is CC(N(C)C)=O. The product is [F:1][C:2]1[C:7]([CH3:8])=[CH:6][CH:5]=[C:4]2[C:3]=1[NH:9][C:10]([C:11]([O:13][CH3:14])=[O:12])=[CH:15][C:16]2=[O:18]. The yield is 0.430. (3) The reactants are [CH2:1]([O:8][C:9]1[CH:17]=[CH:16][C:12]([C:13]([OH:15])=[O:14])=[CH:11][CH:10]=1)[CH2:2][CH2:3][CH2:4][CH2:5][CH2:6][CH3:7].C(Cl)(=O)C(Cl)=O.O[C:25]1[CH:32]=[CH:31][C:28]([CH:29]=[O:30])=[CH:27][CH:26]=1. The catalyst is C(Cl)Cl.CN(C=O)C. The product is [CH2:1]([O:8][C:9]1[CH:17]=[CH:16][C:12]([C:13]([O:15][C:25]2[CH:32]=[CH:31][C:28]([CH:29]=[O:30])=[CH:27][CH:26]=2)=[O:14])=[CH:11][CH:10]=1)[CH2:2][CH2:3][CH2:4][CH2:5][CH2:6][CH3:7]. The yield is 0.620. (4) The reactants are [H-].[Na+].[Br:3][C:4]1[CH:12]=[C:11]2[C:7]([C:8](=[O:14])[C:9](=[O:13])[NH:10]2)=[CH:6][CH:5]=1.[CH3:15][O:16][C:17](=[O:26])[CH:18](Br)[CH2:19][CH:20]1[CH2:24][CH2:23][CH2:22][CH2:21]1. The catalyst is CN(C)C=O.O. The product is [CH3:15][O:16][C:17](=[O:26])[CH:18]([N:10]1[C:11]2[C:7](=[CH:6][CH:5]=[C:4]([Br:3])[CH:12]=2)[C:8](=[O:14])[C:9]1=[O:13])[CH2:19][CH:20]1[CH2:21][CH2:22][CH2:23][CH2:24]1. The yield is 0.600. (5) The reactants are [Cl:1][C:2]1[C:7]([N+:8]([O-:10])=[O:9])=[CH:6][CH:5]=[C:4]([Cl:11])[C:3]=1[S:12](Cl)(=[O:14])=[O:13].[NH2:16][C:17]1[CH:22]=[CH:21][N:20]=[CH:19][CH:18]=1.C(N(CC)CC)C. No catalyst specified. The product is [N:20]1[CH:21]=[CH:22][C:17]([NH:16][S:12]([C:3]2[C:4]([Cl:11])=[CH:5][CH:6]=[C:7]([N+:8]([O-:10])=[O:9])[C:2]=2[Cl:1])(=[O:14])=[O:13])=[CH:18][CH:19]=1. The yield is 0.760. (6) The reactants are S(Cl)([Cl:3])=O.[CH:5]1([CH2:8][O:9][C:10]2[CH:11]=[C:12]([CH:16]=[CH:17][C:18]=2[O:19][CH:20]([F:22])[F:21])[C:13](O)=[O:14])[CH2:7][CH2:6]1. The catalyst is C1(C)C=CC=CC=1. The product is [CH:5]1([CH2:8][O:9][C:10]2[CH:11]=[C:12]([CH:16]=[CH:17][C:18]=2[O:19][CH:20]([F:22])[F:21])[C:13]([Cl:3])=[O:14])[CH2:7][CH2:6]1. The yield is 1.00.